Dataset: Full USPTO retrosynthesis dataset with 1.9M reactions from patents (1976-2016). Task: Predict the reactants needed to synthesize the given product. (1) Given the product [F:5][C:2]([C:6]1[N:11]2[CH2:12][C@@H:13]([CH2:15][O:16][C:33]3[CH:32]=[CH:31][C:30]4[C:29]([CH3:40])([CH3:28])[CH2:38][CH2:37][CH2:36][C:35]=4[CH:34]=3)[O:14][C:10]2=[N:9][C:8](=[O:27])[CH:7]=1)([F:1])[CH2:3][CH3:4], predict the reactants needed to synthesize it. The reactants are: [F:1][C:2]([C:6]1[N:11]2[CH2:12][C@@H:13]([CH2:15][O:16]S(C3C=CC(C)=CC=3)(=O)=O)[O:14][C:10]2=[N:9][C:8](=[O:27])[CH:7]=1)([F:5])[CH2:3][CH3:4].[CH3:28][C:29]1([CH3:40])[CH2:38][CH2:37][CH2:36][C:35]2[CH:34]=[C:33](O)[CH:32]=[CH:31][C:30]1=2. (2) Given the product [F:14][C:2]1([F:1])[O:6][C:5]2[CH:7]=[CH:8][C:9]([CH2:11][OH:12])=[CH:10][C:4]=2[O:3]1, predict the reactants needed to synthesize it. The reactants are: [F:1][C:2]1([F:14])[O:6][C:5]2[CH:7]=[CH:8][C:9]([C:11](O)=[O:12])=[CH:10][C:4]=2[O:3]1.ClC(OCC(C)C)=O.[BH4-].[Na+].Cl. (3) The reactants are: [C:1]([O:5][C:6](=[O:30])[NH:7][CH:8]1[CH2:13][CH2:12][CH:11]([NH:14][C:15]([NH:17][C@@H:18]2[CH2:22][CH2:21][N:20](CC3C=CC=CC=3)[CH2:19]2)=[O:16])[CH2:10][CH2:9]1)([CH3:4])([CH3:3])[CH3:2]. Given the product [C:1]([O:5][C:6](=[O:30])[NH:7][CH:8]1[CH2:9][CH2:10][CH:11]([NH:14][C:15]([NH:17][C@@H:18]2[CH2:22][CH2:21][NH:20][CH2:19]2)=[O:16])[CH2:12][CH2:13]1)([CH3:4])([CH3:2])[CH3:3], predict the reactants needed to synthesize it. (4) Given the product [CH3:6][O:7][C:8](=[O:35])[CH2:9][C@H:10]1[C:14]2[CH:15]=[CH:16][C:17]([O:19][C@H:20]3[C:28]4[C:23](=[C:24]([CH2:33][Br:5])[C:25]([C:29]([F:32])([F:31])[F:30])=[CH:26][CH:27]=4)[CH2:22][CH2:21]3)=[CH:18][C:13]=2[O:12][CH2:11]1, predict the reactants needed to synthesize it. The reactants are: CS([Br:5])(=O)=O.[CH3:6][O:7][C:8](=[O:35])[CH2:9][C@H:10]1[C:14]2[CH:15]=[CH:16][C:17]([O:19][C@H:20]3[C:28]4[C:23](=[C:24]([CH2:33]O)[C:25]([C:29]([F:32])([F:31])[F:30])=[CH:26][CH:27]=4)[CH2:22][CH2:21]3)=[CH:18][C:13]=2[O:12][CH2:11]1.C(N(CC)CC)C.